Dataset: Full USPTO retrosynthesis dataset with 1.9M reactions from patents (1976-2016). Task: Predict the reactants needed to synthesize the given product. (1) The reactants are: [CH3:1][CH:2]([C@H:4]([NH2:23])[C:5]([O:7][CH2:8][CH2:9][O:10][CH2:11][N:12]1[C:16]2[NH:17][C:18]([NH2:22])=[N:19][C:20](=[O:21])[C:15]=2[N:14]=[CH:13]1)=[O:6])[CH3:3].[ClH:24]. Given the product [CH3:3][CH:2]([C@H:4]([NH2:23])[C:5]([O:7][CH2:8][CH2:9][O:10][CH2:11][N:12]1[C:16]2[NH:17][C:18]([NH2:22])=[N:19][C:20](=[O:21])[C:15]=2[N:14]=[CH:13]1)=[O:6])[CH3:1].[OH2:6].[OH2:6].[ClH:24], predict the reactants needed to synthesize it. (2) Given the product [ClH:6].[NH2:7][CH2:8][C:9](=[O:15])[CH2:10][CH2:11][C:12]([O:14][CH2:4][CH2:3][O:2][CH3:1])=[O:13], predict the reactants needed to synthesize it. The reactants are: [CH3:1][O:2][CH2:3][CH2:4]O.[ClH:6].[NH2:7][CH2:8][C:9](=[O:15])[CH2:10][CH2:11][C:12]([OH:14])=[O:13]. (3) Given the product [N:24]([C:17]1[CH:18]=[CH:19][C:14]2[N:15]([CH:21]=[C:12]([NH:11][C:9](=[O:10])[C:8]3[CH:22]=[CH:23][C:5]([C:1]([CH3:4])([CH3:3])[CH3:2])=[CH:6][CH:7]=3)[N:13]=2)[N:16]=1)=[N+:25]=[N-:26], predict the reactants needed to synthesize it. The reactants are: [C:1]([C:5]1[CH:23]=[CH:22][C:8]([C:9]([NH:11][C:12]2[N:13]=[C:14]3[CH:19]=[CH:18][C:17](Cl)=[N:16][N:15]3[CH:21]=2)=[O:10])=[CH:7][CH:6]=1)([CH3:4])([CH3:3])[CH3:2].[N-:24]=[N+:25]=[N-:26].[Na+]. (4) The reactants are: [Cl:1][C:2]1[CH:3]=[C:4]([N:10]2[C:14]([CH3:15])=[C:13]([O:16][CH2:17][C:18]3[CH:26]=[CH:25][C:21]([C:22](O)=[O:23])=[CH:20][CH:19]=3)[C:12]([CH3:27])=[N:11]2)[CH:5]=[CH:6][C:7]=1[C:8]#[N:9].[CH3:28][NH:29][CH3:30].C1COCC1. Given the product [Cl:1][C:2]1[CH:3]=[C:4]([N:10]2[C:14]([CH3:15])=[C:13]([O:16][CH2:17][C:18]3[CH:19]=[CH:20][C:21]([C:22]([N:29]([CH3:30])[CH3:28])=[O:23])=[CH:25][CH:26]=3)[C:12]([CH3:27])=[N:11]2)[CH:5]=[CH:6][C:7]=1[C:8]#[N:9], predict the reactants needed to synthesize it. (5) Given the product [CH2:1]([N:8]([CH2:9][C:10]1[CH:15]=[CH:14][CH:13]=[CH:12][CH:11]=1)[CH2:16][C:17]1([F:35])[CH2:23][O:22][CH2:21][CH2:20][O:19][CH2:18]1)[C:2]1[CH:7]=[CH:6][CH:5]=[CH:4][CH:3]=1, predict the reactants needed to synthesize it. The reactants are: [CH2:1]([N:8]([CH2:16][C:17]1(O)[CH2:23][O:22][CH2:21][CH2:20][O:19][CH2:18]1)[CH2:9][C:10]1[CH:15]=[CH:14][CH:13]=[CH:12][CH:11]=1)[C:2]1[CH:7]=[CH:6][CH:5]=[CH:4][CH:3]=1.COCCN(S(F)(F)[F:35])CCOC. (6) Given the product [F:1][C:2]1[CH:7]=[CH:6][C:5]([C:8](=[C:24]2[CH2:29][C:28]([CH3:31])([CH3:30])[CH2:27][C:26]([CH3:33])([CH3:32])[CH2:25]2)[C:9]2[CH:14]=[CH:13][C:12]([O:15][CH2:16][CH2:17][CH2:18][C:19]([OH:21])=[O:20])=[CH:11][CH:10]=2)=[CH:4][CH:3]=1, predict the reactants needed to synthesize it. The reactants are: [F:1][C:2]1[CH:7]=[CH:6][C:5]([C:8](=[C:24]2[CH2:29][C:28]([CH3:31])([CH3:30])[CH2:27][C:26]([CH3:33])([CH3:32])[CH2:25]2)[C:9]2[CH:14]=[CH:13][C:12]([O:15][CH2:16][CH2:17][CH2:18][C:19]([O:21]CC)=[O:20])=[CH:11][CH:10]=2)=[CH:4][CH:3]=1.[OH-].[Na+].Cl.